This data is from Reaction yield outcomes from USPTO patents with 853,638 reactions. The task is: Predict the reaction yield, written as a fraction of the theoretical maximum amount of product (1.0 means a 100% yield; for example, 0.34 means a 34% yield). The reactants are [OH:1][CH2:2][C:3]([CH3:9])([CH3:8])[C:4]([O:6][CH3:7])=[O:5].CCOC(/N=N/C(OCC)=O)=O.C1(P(C2C=CC=CC=2)C2C=CC=CC=2)C=CC=CC=1.O[C:42]1[C:47]([O:48][CH3:49])=[C:46]([O:50][CH3:51])[CH:45]=[CH:44][C:43]=1[C:52]1[CH:53]=[C:54]2[C:58](=[CH:59][CH:60]=1)[C:57](=[O:61])[O:56][CH2:55]2. The catalyst is O1CCCC1.C(OCC)(=O)C. The product is [CH3:49][O:48][C:47]1[C:46]([O:50][CH3:51])=[CH:45][CH:44]=[C:43]([C:52]2[CH:53]=[C:54]3[C:58](=[CH:59][CH:60]=2)[C:57](=[O:61])[O:56][CH2:55]3)[C:42]=1[O:1][CH2:2][C:3]([CH3:9])([CH3:8])[C:4]([O:6][CH3:7])=[O:5]. The yield is 0.286.